This data is from Forward reaction prediction with 1.9M reactions from USPTO patents (1976-2016). The task is: Predict the product of the given reaction. (1) Given the reactants [C@@H:1]12[CH2:7][NH:6][C@@H:5]1[CH2:4][N:3]([C:8]([O:10][CH2:11][C:12]1[CH:17]=[CH:16][CH:15]=[CH:14][CH:13]=1)=[O:9])[CH2:2]2.[Cl:18][C:19]1[CH:24]=[CH:23][C:22](Br)=[CH:21][N:20]=1, predict the reaction product. The product is: [Cl:18][C:19]1[N:20]=[CH:21][C:22]([N:6]2[CH2:7][C@@H:1]3[C@H:5]2[CH2:4][N:3]([C:8]([O:10][CH2:11][C:12]2[CH:17]=[CH:16][CH:15]=[CH:14][CH:13]=2)=[O:9])[CH2:2]3)=[CH:23][CH:24]=1. (2) Given the reactants [F:1][C:2]1[C:7]([F:8])=[CH:6][C:5]([C:9]2[CH:14]=[CH:13][C:12]([O:15][CH2:16][C:17]3[CH:25]=[C:24]4[C:20]([CH:21]=[CH:22][NH:23]4)=[CH:19][CH:18]=3)=[CH:11][CH:10]=2)=[C:4]([O:26][CH3:27])[CH:3]=1.[H-].[Na+].C([O:32][C:33](=[O:37])/[CH:34]=[CH:35]/[CH3:36])C, predict the reaction product. The product is: [F:1][C:2]1[C:7]([F:8])=[CH:6][C:5]([C:9]2[CH:14]=[CH:13][C:12]([O:15][CH2:16][C:17]3[CH:25]=[C:24]4[C:20]([CH:21]=[CH:22][N:23]4[CH:35]([CH3:36])[CH2:34][C:33]([OH:37])=[O:32])=[CH:19][CH:18]=3)=[CH:11][CH:10]=2)=[C:4]([O:26][CH3:27])[CH:3]=1. (3) The product is: [CH:20]([C:18]1[N:19]=[C:15]([C:13]2[CH:2]=[C:1]([OH:3])[C:4]3[C:5](=[CH:6][C:7]([O:10][CH3:11])=[CH:8][CH:9]=3)[N:12]=2)[S:16][CH:17]=1)([CH3:22])[CH3:21]. Given the reactants [C:1]([C:4]1[CH:9]=[CH:8][C:7]([O:10][CH3:11])=[CH:6][C:5]=1[NH:12][C:13]([C:15]1[S:16][CH:17]=[C:18]([CH:20]([CH3:22])[CH3:21])[N:19]=1)=O)(=[O:3])[CH3:2].CC(C)([O-])C.[K+], predict the reaction product. (4) Given the reactants [CH:1]1[CH:6]=[CH:5][C:4]([C:7]([Cl:21])([C:14]2[C:19](Cl)=[CH:18][CH:17]=[CH:16][CH:15]=2)[C:8]2[CH:13]=[CH:12][CH:11]=[CH:10][CH:9]=2)=[CH:3][CH:2]=1.C(N(C(C)C)CC)(C)C.CO.[N+](C1C=C(C=CC=1F)C(O)=O)([O-])=O, predict the reaction product. The product is: [Cl:21][C:7]([C:4]1[CH:5]=[CH:6][CH:1]=[CH:2][CH:3]=1)([C:14]1[CH:15]=[CH:16][CH:17]=[CH:18][CH:19]=1)[C:8]1[CH:9]=[CH:10][CH:11]=[CH:12][CH:13]=1.